Task: Predict the reactants needed to synthesize the given product.. Dataset: Retrosynthesis with 50K atom-mapped reactions and 10 reaction types from USPTO (1) Given the product CN(Cc1ccccc1SC1CC1)C(=O)C(F)(F)F, predict the reactants needed to synthesize it. The reactants are: CI.O=C(NCc1ccccc1SC1CC1)C(F)(F)F. (2) Given the product COC(=O)CC[C@H](NC(=O)OC(C)(C)C)C(=O)O, predict the reactants needed to synthesize it. The reactants are: CC(C)(C)OC(=O)OC(=O)OC(C)(C)C.COC(=O)CC[C@H](N)C(=O)O. (3) Given the product Cn1c(=O)n(CCC2CCN(C(=O)OC(C)(C)C)CC2)c2c(OCC3CCC3)c(Br)ccc21, predict the reactants needed to synthesize it. The reactants are: CC(C)(C)OC(=O)N1CCC(CCBr)CC1.Cn1c(=O)[nH]c2c(OCC3CCC3)c(Br)ccc21. (4) Given the product CC(C)(C)OC(=O)Nc1ccc(N)c([N+](=O)[O-])c1, predict the reactants needed to synthesize it. The reactants are: CC(C)(C)OC(=O)OC(=O)OC(C)(C)C.Nc1ccc(N)c([N+](=O)[O-])c1. (5) Given the product Cc1c(C(=O)Nc2ccc(C(F)(F)F)cn2)nn(-c2ccc(Cl)cc2Cl)c1-c1ccc(OCc2ccccc2)cc1, predict the reactants needed to synthesize it. The reactants are: Cc1c(C(=O)O)nn(-c2ccc(Cl)cc2Cl)c1-c1ccc(OCc2ccccc2)cc1.Nc1ccc(C(F)(F)F)cn1. (6) Given the product O=C(c1ccc(Nc2nc(NCC(F)(F)F)c3ccnc-3[nH]2)cc1)N1CCS(=O)(=O)CC1, predict the reactants needed to synthesize it. The reactants are: O=C(O)c1ccc(Nc2nc(NCC(F)(F)F)c3ccnc-3[nH]2)cc1.O=S1(=O)CCNCC1. (7) The reactants are: COC(=O)Cc1ccccc1-c1cc2ccccc2s1. Given the product O=C(O)Cc1ccccc1-c1cc2ccccc2s1, predict the reactants needed to synthesize it. (8) Given the product CCSc1ccc(O[C@@H]2CCNC2=O)cn1, predict the reactants needed to synthesize it. The reactants are: CC[S-].O=C1NCC[C@H]1Oc1ccc(Br)nc1. (9) Given the product CO[C@@]1(c2ccc(Cl)c(Cc3ccc(OCC(F)(F)F)cc3)c2)OC(CO)(CO)[C@@H](OCc2ccccc2)[C@H](OCc2ccccc2)[C@H]1OCc1ccccc1, predict the reactants needed to synthesize it. The reactants are: CO[C@@]1(c2ccc(Cl)c(Cc3ccc(OCC(F)(F)F)cc3)c2)O[C@](C=O)(CO)[C@@H](OCc2ccccc2)[C@H](OCc2ccccc2)[C@H]1OCc1ccccc1. (10) Given the product N#Cc1csc2c(NC(=O)Cc3ccc4ccccc4c3)ncn12, predict the reactants needed to synthesize it. The reactants are: N#C[Cu].O=C(Cc1ccc2ccccc2c1)Nc1ncn2c(Br)csc12.